This data is from Peptide-MHC class II binding affinity with 134,281 pairs from IEDB. The task is: Regression. Given a peptide amino acid sequence and an MHC pseudo amino acid sequence, predict their binding affinity value. This is MHC class II binding data. (1) The peptide sequence is YDKFLANMSTVLTGK. The MHC is DRB1_0802 with pseudo-sequence DRB1_0802. The binding affinity (normalized) is 0.818. (2) The peptide sequence is EKIEENGSMRVFVDVI. The MHC is HLA-DQA10501-DQB10201 with pseudo-sequence HLA-DQA10501-DQB10201. The binding affinity (normalized) is 0.392. (3) The MHC is H-2-IAb with pseudo-sequence H-2-IAb. The peptide sequence is IAYLVGSNMTQRVVI. The binding affinity (normalized) is 0.297. (4) The peptide sequence is PNMLRIMASLVLARK. The MHC is DRB1_1101 with pseudo-sequence DRB1_1101. The binding affinity (normalized) is 0.737. (5) The peptide sequence is AFKNAATAANAAPAN. The MHC is DRB1_0901 with pseudo-sequence DRB1_0901. The binding affinity (normalized) is 0.621. (6) The peptide sequence is GDKFLANVSTVLTGK. The MHC is DRB1_1602 with pseudo-sequence DRB1_1602. The binding affinity (normalized) is 0.919. (7) The peptide sequence is EVLYLKPLAGVYRSGKGQLE. The MHC is DRB1_0101 with pseudo-sequence DRB1_0101. The binding affinity (normalized) is 0.